This data is from Reaction yield outcomes from USPTO patents with 853,638 reactions. The task is: Predict the reaction yield, written as a fraction of the theoretical maximum amount of product (1.0 means a 100% yield; for example, 0.34 means a 34% yield). (1) The reactants are [CH3:1][C@H:2]1[CH2:4][O:3]1.[C:5]([N:8]1[CH2:13][CH2:12][NH:11][CH2:10][CH2:9]1)(=[O:7])[CH3:6]. The catalyst is CO. The product is [C:5]([N:8]1[CH2:13][CH2:12][N:11]([CH2:4][C@@H:2]([OH:3])[CH3:1])[CH2:10][CH2:9]1)(=[O:7])[CH3:6]. The yield is 1.00. (2) The product is [Cl:1][C:2]1[N:7]([CH2:8][C:9]2[CH:16]=[CH:15][CH:14]=[CH:13][C:10]=2[C:11]#[N:12])[C:6](=[O:17])[N:5]([CH3:24])[C:4](=[O:18])[CH:3]=1. The yield is 0.720. The reactants are [Cl:1][C:2]1[N:7]([CH2:8][C:9]2[CH:16]=[CH:15][CH:14]=[CH:13][C:10]=2[C:11]#[N:12])[C:6](=[O:17])[NH:5][C:4](=[O:18])[CH:3]=1.[H-].[Na+].[Li+].[Br-].I[CH3:24]. The catalyst is CN(C=O)C.C1COCC1.C(Cl)(Cl)Cl. (3) The reactants are [Cl:1][C:2]1[CH:7]=[CH:6][C:5]([O:8][C:9]2[CH:14]=[CH:13][C:12]([CH2:15][CH2:16][N:17]([CH3:21])[C:18]([NH2:20])=[NH:19])=[CH:11][CH:10]=2)=[CH:4][C:3]=1[C:22]([F:25])([F:24])[F:23].[CH:26]([CH:28]([CH2:33][C:34]1[CH:35]=[N:36][C:37]([O:40][CH3:41])=[N:38][CH:39]=1)[C:29](OC)=O)=[O:27]. The catalyst is CN1C(=O)CCC1. The product is [Cl:1][C:2]1[CH:7]=[CH:6][C:5]([O:8][C:9]2[CH:14]=[CH:13][C:12]([CH2:15][CH2:16][N:17]([CH3:21])[C:18]3[NH:20][CH:29]=[C:28]([CH2:33][C:34]4[CH:35]=[N:36][C:37]([O:40][CH3:41])=[N:38][CH:39]=4)[C:26](=[O:27])[N:19]=3)=[CH:11][CH:10]=2)=[CH:4][C:3]=1[C:22]([F:23])([F:24])[F:25]. The yield is 0.185. (4) The reactants are [F:1][C:2]1[CH:7]=[CH:6][C:5]([F:8])=[CH:4][C:3]=1[CH2:9][C:10]([N:12]1[C:20]2[C:15](=[CH:16][C:17]([C:21]3[C:29]4[C:28]([NH2:30])=[N:27][CH:26]=[N:25][C:24]=4[N:23]([CH:31]4[CH2:36][CH2:35][NH:34][CH2:33][CH2:32]4)[CH:22]=3)=[CH:18][CH:19]=2)[CH2:14][CH2:13]1)=[O:11].[C:37](=O)([O-])[O-].[Cs+].[Cs+].IC. The catalyst is CN(C)C=O. The product is [F:1][C:2]1[CH:7]=[CH:6][C:5]([F:8])=[CH:4][C:3]=1[CH2:9][C:10]([N:12]1[C:20]2[C:15](=[CH:16][C:17]([C:21]3[C:29]4[C:28]([NH2:30])=[N:27][CH:26]=[N:25][C:24]=4[N:23]([CH:31]4[CH2:32][CH2:33][N:34]([CH3:37])[CH2:35][CH2:36]4)[CH:22]=3)=[CH:18][CH:19]=2)[CH2:14][CH2:13]1)=[O:11]. The yield is 0.183. (5) The reactants are [NH:1]1[CH:5]=[CH:4][C:3]([NH2:6])=[N:2]1.C(=O)([O-])[O-].[K+].[K+].CN(C)C=O.Br[C:19]1[CH:20]=[N:21][CH:22]=[CH:23][CH:24]=1. The catalyst is O.[Cu]Cl. The product is [NH2:6][C:3]1[CH:4]=[CH:5][N:1]([C:19]2[CH:20]=[N:21][CH:22]=[CH:23][CH:24]=2)[N:2]=1. The yield is 0.570. (6) The catalyst is ClCCl. The yield is 0.960. The reactants are [Cl-].C[Al+]C.[NH:5]1[CH2:10][CH2:9][O:8][CH2:7][CH2:6]1.[Cl:11][C:12]1[C:13]([CH3:34])=[C:14]([S:18]([NH:21][C:22]2[N:27]=[C:26]([CH2:28][C:29](OCC)=[O:30])[CH:25]=[CH:24][CH:23]=2)(=[O:20])=[O:19])[CH:15]=[CH:16][CH:17]=1.C(C(C(C([O-])=O)O)O)([O-])=O.[K+].[Na+]. The product is [Cl:11][C:12]1[C:13]([CH3:34])=[C:14]([S:18]([NH:21][C:22]2[CH:23]=[CH:24][CH:25]=[C:26]([CH2:28][C:29]([N:5]3[CH2:10][CH2:9][O:8][CH2:7][CH2:6]3)=[O:30])[N:27]=2)(=[O:20])=[O:19])[CH:15]=[CH:16][CH:17]=1. (7) The reactants are [Cl:1][C:2]1[CH:7]=[CH:6][CH:5]=[C:4]([CH2:8][CH2:9]O)[C:3]=1[OH:11].C1(P(C2C=CC=CC=2)C2C=CC=CC=2)C=CC=CC=1. The catalyst is C1COCC1. The product is [Cl:1][C:2]1[C:3]2[O:11][CH2:9][CH2:8][C:4]=2[CH:5]=[CH:6][CH:7]=1. The yield is 0.920.